The task is: Predict the reaction yield, written as a fraction of the theoretical maximum amount of product (1.0 means a 100% yield; for example, 0.34 means a 34% yield).. This data is from Reaction yield outcomes from USPTO patents with 853,638 reactions. (1) The reactants are [C:1]([C:5]1[CH:9]=[C:8]([NH:10][C:11]([NH:13][C@@H:14]2[C:23]3[C:18](=[CH:19][CH:20]=[CH:21][CH:22]=3)[C@H:17]([O:24][C:25]3[CH:26]=[CH:27][C:28]4[N:29]([C:31]([N:34]5[CH2:39][CH2:38][CH2:37][CH2:36][C@@H:35]5[CH3:40])=[N:32][N:33]=4)[CH:30]=3)[CH2:16][CH2:15]2)=[O:12])[N:7]([CH2:41][CH2:42][O:43]S(C)(=O)=O)[N:6]=1)([CH3:4])([CH3:3])[CH3:2].[CH3:48][N:49]1[CH2:54][CH2:53][NH:52][CH2:51][CH2:50]1.CN(C=[O:59])C. No catalyst specified. The product is [CH:42]([OH:43])=[O:59].[C:1]([C:5]1[CH:9]=[C:8]([NH:10][C:11]([NH:13][C@@H:14]2[C:23]3[C:18](=[CH:19][CH:20]=[CH:21][CH:22]=3)[C@H:17]([O:24][C:25]3[CH:26]=[CH:27][C:28]4[N:29]([C:31]([N:34]5[CH2:39][CH2:38][CH2:37][CH2:36][C@@H:35]5[CH3:40])=[N:32][N:33]=4)[CH:30]=3)[CH2:16][CH2:15]2)=[O:12])[N:7]([CH2:41][CH2:42][N:52]2[CH2:53][CH2:54][N:49]([CH3:48])[CH2:50][CH2:51]2)[N:6]=1)([CH3:4])([CH3:3])[CH3:2]. The yield is 0.170. (2) The reactants are [NH2:1][C:2]1[CH:7]=[CH:6][CH:5]=[CH:4][N:3]=1.[C:8]([C:12]1[CH:21]=[CH:20][C:15]([CH2:16][N:17]=[C:18]=[S:19])=[CH:14][CH:13]=1)([CH3:11])([CH3:10])[CH3:9].C(N(CC)CC)C. The catalyst is C(#N)C. The product is [C:8]([C:12]1[CH:21]=[CH:20][C:15]([CH2:16][NH:17][C:18]([NH:1][C:2]2[CH:7]=[CH:6][CH:5]=[CH:4][N:3]=2)=[S:19])=[CH:14][CH:13]=1)([CH3:11])([CH3:9])[CH3:10]. The yield is 0.330. (3) The catalyst is O1CCCC1. The product is [C:14]([C:11]1[CH:10]=[C:9]([C:18]2[O:19][CH:20]=[C:21]([CH2:23][CH2:24][O:80][C:79]3[CH:78]=[CH:77][C:74]([CH:75]=[O:76])=[CH:73][C:72]=3[CH:70]=[O:71])[N:22]=2)[CH:8]=[C:7]([C:3]([CH3:4])([CH3:5])[CH3:6])[C:12]=1[OH:13])([CH3:15])([CH3:16])[CH3:17]. The reactants are O.Cl.[C:3]([C:7]1[CH:8]=[C:9]([C:18]2[O:19][CH:20]=[C:21]([CH2:23][CH2:24]OC3C=CC(CNCC)=CC=3)[N:22]=2)[CH:10]=[C:11]([C:14]([CH3:17])([CH3:16])[CH3:15])[C:12]=1[OH:13])([CH3:6])([CH3:5])[CH3:4].[C:14]([C:11]1[CH:10]=[C:9]([C:18]2[O:19][CH:20]=[C:21]([CH2:23][CH2:24]OC3C=CC(CNCC)=CC=3)[N:22]=2)[CH:8]=[C:7]([C:3]([CH3:4])([CH3:5])[CH3:6])[C:12]=1[OH:13])([CH3:15])([CH3:16])[CH3:17].Cl.[CH:70]([C:72]1[CH:73]=[C:74]([CH:77]=[CH:78][C:79]=1[OH:80])[CH:75]=[O:76])=[O:71].C1(P(C2C=CC=CC=2)C2C=CC=CC=2)C=CC=CC=1.N(C(OCC)=O)=NC(OCC)=O. The yield is 0.490. (4) The reactants are [NH2:1][C:2]1[S:3][CH:4]=[CH:5][N:6]=1.[Br:7][CH2:8][CH2:9][CH2:10][O:11][CH3:12]. No catalyst specified. The product is [BrH:7].[CH3:12][O:11][CH2:10][CH2:9][CH2:8][N:6]1[CH:5]=[CH:4][S:3][C:2]1=[NH:1]. The yield is 0.480. (5) The reactants are CI.[C:3](#N)C.[I:6][C:7]1[CH:12]=[CH:11][C:10]([C:13](=[O:24])[NH:14][CH:15]([C:20]([NH:22][CH3:23])=[O:21])[C:16]([O:18][CH3:19])=[O:17])=[CH:9][CH:8]=1.C(=O)([O-])[O-].[K+].[K+]. The catalyst is O.CN(C=O)C. The product is [I:6][C:7]1[CH:12]=[CH:11][C:10]([C:13](=[O:24])[NH:14][C:15]([CH3:3])([C:20]([NH:22][CH3:23])=[O:21])[C:16]([O:18][CH3:19])=[O:17])=[CH:9][CH:8]=1. The yield is 0.820. (6) The reactants are [CH3:1][C:2]([N+:10]([O-:12])=[O:11])([CH3:9])[CH2:3][CH2:4][C:5]([O:7]C)=[O:6].[OH-].[Na+]. The catalyst is C(O)C. The product is [CH3:9][C:2]([N+:10]([O-:12])=[O:11])([CH3:1])[CH2:3][CH2:4][C:5]([OH:7])=[O:6]. The yield is 0.940. (7) The reactants are [Cl:1][C:2]1[C:12]([N+:13]([O-])=O)=[CH:11][C:5]2[O:6][CH2:7][C:8](=[O:10])[NH:9][C:4]=2[CH:3]=1.CCOC(C)=O.CO.CCN(CC)CC. The catalyst is CN(C=O)C. The product is [NH2:13][C:12]1[C:2]([Cl:1])=[CH:3][C:4]2[NH:9][C:8](=[O:10])[CH2:7][O:6][C:5]=2[CH:11]=1. The yield is 0.450. (8) The reactants are C([O:4][C@@H:5]([CH2:8][C:9]1[CH:14]=[C:13]([F:15])[CH:12]=[CH:11][C:10]=1[OH:16])[CH2:6][Br:7])(=O)C.Cl. The catalyst is CO. The product is [Br:7][CH2:6][C@@H:5]([OH:4])[CH2:8][C:9]1[CH:14]=[C:13]([F:15])[CH:12]=[CH:11][C:10]=1[OH:16]. The yield is 0.970. (9) The reactants are C1(P(C2C=CC=CC=2)C2C=CC=CC=2)C=CC=CC=1.BrN1C(=O)CCC1=O.[Cl:28][C:29]1[CH:30]=[C:31]([CH:41]([CH2:45][CH:46]2[CH2:51][CH2:50][CH2:49][CH2:48][CH2:47]2)[C:42]([OH:44])=O)[CH:32]=[CH:33][C:34]=1[N:35]1[C:39]([CH3:40])=[N:38][N:37]=[N:36]1.[NH2:52][C:53]1[S:54][CH:55]=[CH:56][N:57]=1. The catalyst is C(Cl)Cl. The product is [Cl:28][C:29]1[CH:30]=[C:31]([CH:41]([CH2:45][CH:46]2[CH2:51][CH2:50][CH2:49][CH2:48][CH2:47]2)[C:42]([NH:52][C:53]2[S:54][CH:55]=[CH:56][N:57]=2)=[O:44])[CH:32]=[CH:33][C:34]=1[N:35]1[C:39]([CH3:40])=[N:38][N:37]=[N:36]1. The yield is 0.290. (10) The reactants are [C:1]([O:5][C:6]([NH:8][C@H:9]([C:13]([O:15][C:16]([CH3:19])([CH3:18])[CH3:17])=[O:14])[CH2:10][CH2:11]O)=[O:7])([CH3:4])([CH3:3])[CH3:2].[Br:20]N1C(=O)CCC1=O.C1(P(C2C=CC=CC=2)C2C=CC=CC=2)C=CC=CC=1. The catalyst is ClCCl. The product is [Br:20][CH2:11][CH2:10][C@H:9]([NH:8][C:6]([O:5][C:1]([CH3:4])([CH3:3])[CH3:2])=[O:7])[C:13]([O:15][C:16]([CH3:19])([CH3:18])[CH3:17])=[O:14]. The yield is 0.380.